From a dataset of Full USPTO retrosynthesis dataset with 1.9M reactions from patents (1976-2016). Predict the reactants needed to synthesize the given product. (1) Given the product [CH3:15][C:16]1[CH:22]=[CH:21][C:20]([N+:23]([O-:25])=[O:24])=[CH:19][C:17]=1[NH:18][C:4]1[N:3]=[CH:2][C:11]2[C:6](=[CH:7][C:8]([C:12]([OH:14])=[O:13])=[CH:9][CH:10]=2)[N:5]=1, predict the reactants needed to synthesize it. The reactants are: Cl[C:2]1[C:11]2[C:6](=[CH:7][C:8]([C:12]([OH:14])=[O:13])=[CH:9][CH:10]=2)[N:5]=[CH:4][N:3]=1.[CH3:15][C:16]1[CH:22]=[CH:21][C:20]([N+:23]([O-:25])=[O:24])=[CH:19][C:17]=1[NH2:18].CCN(C(C)C)C(C)C. (2) Given the product [NH2:51][C:45]1[N:46]=[CH:47][N:48]=[C:49]([N:23]2[CH2:22][CH2:21][C:20]([C:8]3[N:7]([CH2:6][CH2:5][N:1]4[CH2:4][CH2:3][CH2:2]4)[CH:11]=[C:10]([C:12]4[CH:17]=[CH:16][C:15]([F:18])=[C:14]([CH3:19])[CH:13]=4)[N:9]=3)([OH:26])[CH2:25][CH2:24]2)[C:44]=1[Cl:43], predict the reactants needed to synthesize it. The reactants are: [N:1]1([CH2:5][CH2:6][N:7]2[CH:11]=[C:10]([C:12]3[CH:17]=[CH:16][C:15]([F:18])=[C:14]([CH3:19])[CH:13]=3)[N:9]=[C:8]2[C:20]2([O:26][Si](C(C)(C)C)(C)C)[CH2:25][CH2:24][NH:23][CH2:22][CH2:21]2)[CH2:4][CH2:3][CH2:2]1.C(N(C(C)C)C(C)C)C.[Cl:43][C:44]1[C:45]([NH2:51])=[N:46][CH:47]=[N:48][C:49]=1Cl. (3) Given the product [NH2:16][C:4]1[CH2:5][C:6]2([CH2:9][CH2:8][CH2:7]2)[CH2:10][C:2](=[O:1])[CH:3]=1, predict the reactants needed to synthesize it. The reactants are: [OH:1][C:2]1[CH2:10][C:6]2([CH2:9][CH2:8][CH2:7]2)[CH2:5][C:4](=O)[CH:3]=1.C([O-])(=O)C.[NH4+:16].C(=O)(O)[O-].[Na+]. (4) Given the product [N:8]1([C:6]2[N:7]=[C:2]([C:31]3[CH:38]=[CH:37][C:34]([C:35]#[N:36])=[CH:33][CH:32]=3)[C:3]3[CH2:16][CH2:15][N:14]([C:17]4[CH:18]=[N:19][CH:20]=[CH:21][CH:22]=4)[C:4]=3[N:5]=2)[CH2:13][CH2:12][O:11][CH2:10][CH2:9]1, predict the reactants needed to synthesize it. The reactants are: Cl[C:2]1[C:3]2[CH2:16][CH2:15][N:14]([C:17]3[CH:18]=[N:19][CH:20]=[CH:21][CH:22]=3)[C:4]=2[N:5]=[C:6]([N:8]2[CH2:13][CH2:12][O:11][CH2:10][CH2:9]2)[N:7]=1.CC1(C)C(C)(C)OB([C:31]2[CH:38]=[CH:37][C:34]([C:35]#[N:36])=[CH:33][CH:32]=2)O1.B(O)O. (5) Given the product [C:1]([O:5][C:6](=[O:7])[NH:8][C@@H:9]([C:13]1[CH:18]=[CH:17][C:16]([O:19][CH2:20][CH2:21][C@H:22]([CH:24]2[CH2:29][CH2:28][N:27]([C:30]3[O:34][N:33]=[C:32]([CH:35]([CH3:37])[CH3:36])[N:31]=3)[CH2:26][CH2:25]2)[CH3:23])=[CH:15][C:14]=1[F:38])[C:10]([N:39]1[CH2:43][CH2:42][CH2:41][C@H:40]1[C:44](=[O:45])[NH2:46])=[O:11])([CH3:4])([CH3:3])[CH3:2], predict the reactants needed to synthesize it. The reactants are: [C:1]([O:5][C:6]([NH:8][C@@H:9]([C:13]1[CH:18]=[CH:17][C:16]([O:19][CH2:20][CH2:21][C@H:22]([CH:24]2[CH2:29][CH2:28][N:27]([C:30]3[O:34][N:33]=[C:32]([CH:35]([CH3:37])[CH3:36])[N:31]=3)[CH2:26][CH2:25]2)[CH3:23])=[CH:15][C:14]=1[F:38])[C:10](O)=[O:11])=[O:7])([CH3:4])([CH3:3])[CH3:2].[NH:39]1[CH2:43][CH2:42][CH2:41][C@H:40]1[C:44]([NH2:46])=[O:45]. (6) Given the product [C:44]([C@@H:40]1[CH2:41][CH2:42][CH2:43][N:39]1[C:37](=[O:38])[CH2:36][NH:10][C:11]1([CH3:34])[CH2:12][CH2:13][N:14]([C:17](=[O:33])[C:18]([NH:20][CH2:21][CH:22]2[O:31][CH:25]3[O:26][C:27]([CH3:29])([CH3:30])[O:28][CH:24]3[CH:23]2[OH:32])=[O:19])[CH2:15][CH2:16]1)#[N:45], predict the reactants needed to synthesize it. The reactants are: C(N(CC)C(C)C)(C)C.[NH2:10][C:11]1([CH3:34])[CH2:16][CH2:15][N:14]([C:17](=[O:33])[C:18]([NH:20][CH2:21][CH:22]2[O:31][CH:25]3[O:26][C:27]([CH3:30])([CH3:29])[O:28][CH:24]3[CH:23]2[OH:32])=[O:19])[CH2:13][CH2:12]1.Cl[CH2:36][C:37]([N:39]1[CH2:43][CH2:42][CH2:41][C@H:40]1[C:44]#[N:45])=[O:38].O.